This data is from Reaction yield outcomes from USPTO patents with 853,638 reactions. The task is: Predict the reaction yield, written as a fraction of the theoretical maximum amount of product (1.0 means a 100% yield; for example, 0.34 means a 34% yield). (1) The reactants are [OH:1][CH2:2][C:3]1[N:4]([CH:26]([CH3:28])[CH3:27])[C:5]2[CH:10]=[C:9]([NH:11][C:12]3[CH:17]=[CH:16][N:15]=[C:14]([C:18]4[CH2:23][CH2:22][C:21](=[O:24])[CH2:20][CH:19]=4)[N:13]=3)[N:8]=[CH:7][C:6]=2[N:25]=1.CO.[BH4-].[Na+]. The catalyst is ClCCl. The product is [OH:1][CH2:2][C:3]1[N:4]([CH:26]([CH3:28])[CH3:27])[C:5]2[CH:10]=[C:9]([NH:11][C:12]3[CH:17]=[CH:16][N:15]=[C:14]([C:18]4[CH2:23][CH2:22][CH:21]([OH:24])[CH2:20][CH:19]=4)[N:13]=3)[N:8]=[CH:7][C:6]=2[N:25]=1. The yield is 0.330. (2) The product is [N:27]1([C:2]2[CH:7]=[CH:6][C:5]([CH2:8][N:9]3[CH2:14][CH2:13][N:12]([C:15]([O:17][C:18]([CH3:21])([CH3:20])[CH3:19])=[O:16])[CH2:11][CH2:10]3)=[C:4]([O:22][C:23]([F:26])([F:25])[F:24])[CH:3]=2)[CH2:31][CH2:30][CH2:29][CH2:28]1. The reactants are Br[C:2]1[CH:7]=[CH:6][C:5]([CH2:8][N:9]2[CH2:14][CH2:13][N:12]([C:15]([O:17][C:18]([CH3:21])([CH3:20])[CH3:19])=[O:16])[CH2:11][CH2:10]2)=[C:4]([O:22][C:23]([F:26])([F:25])[F:24])[CH:3]=1.[NH:27]1[CH2:31][CH2:30][CH2:29][CH2:28]1.C(O[Na])(C)(C)C.C1C=CC(P(C2C(C3C(P(C4C=CC=CC=4)C4C=CC=CC=4)=CC=C4C=3C=CC=C4)=C3C(C=CC=C3)=CC=2)C2C=CC=CC=2)=CC=1. The catalyst is O.C1C=CC(/C=C/C(/C=C/C2C=CC=CC=2)=O)=CC=1.C1C=CC(/C=C/C(/C=C/C2C=CC=CC=2)=O)=CC=1.C1C=CC(/C=C/C(/C=C/C2C=CC=CC=2)=O)=CC=1.[Pd].[Pd].C1(C)C=CC=CC=1. The yield is 0.960. (3) The reactants are [C:1]([O:5][C:6]([NH:8][C@@H:9]([CH2:14][CH2:15][CH2:16][C@@H:17]([C@@H:23]([O:36][Si:37]([CH:44]([CH3:46])[CH3:45])([CH:41]([CH3:43])[CH3:42])[CH:38]([CH3:40])[CH3:39])[C@@H:24]([O:26][CH2:27][C:28]1[CH:33]=[CH:32][C:31]([O:34][CH3:35])=[CH:30][CH:29]=1)[CH3:25])[CH2:18][CH2:19][CH:20]([CH3:22])[CH3:21])[C:10]([O:12]C)=[O:11])=[O:7])([CH3:4])([CH3:3])[CH3:2].[Li+].[OH-]. The catalyst is C1COCC1.O.CCOC(C)=O. The product is [C:1]([O:5][C:6]([NH:8][C@@H:9]([CH2:14][CH2:15][CH2:16][C@@H:17]([C@@H:23]([O:36][Si:37]([CH:38]([CH3:40])[CH3:39])([CH:41]([CH3:43])[CH3:42])[CH:44]([CH3:46])[CH3:45])[C@@H:24]([O:26][CH2:27][C:28]1[CH:29]=[CH:30][C:31]([O:34][CH3:35])=[CH:32][CH:33]=1)[CH3:25])[CH2:18][CH2:19][CH:20]([CH3:22])[CH3:21])[C:10]([OH:12])=[O:11])=[O:7])([CH3:2])([CH3:4])[CH3:3]. The yield is 1.00.